Dataset: Full USPTO retrosynthesis dataset with 1.9M reactions from patents (1976-2016). Task: Predict the reactants needed to synthesize the given product. (1) The reactants are: [N+:1]([C:4]1[CH:9]=[CH:8][C:7]([N:10]2[CH2:15][CH2:14][N:13]([CH:16]3[CH2:21][CH2:20][O:19][CH2:18][CH2:17]3)[CH2:12][CH2:11]2)=[CH:6][CH:5]=1)([O-])=O. Given the product [O:19]1[CH2:18][CH2:17][CH:16]([N:13]2[CH2:14][CH2:15][N:10]([C:7]3[CH:8]=[CH:9][C:4]([NH2:1])=[CH:5][CH:6]=3)[CH2:11][CH2:12]2)[CH2:21][CH2:20]1, predict the reactants needed to synthesize it. (2) Given the product [Cl:1][C:2]1[C:6]([NH2:7])=[CH:5][N:4]([C:10]2[CH:11]=[N:12][CH:13]=[CH:14][CH:15]=2)[N:3]=1, predict the reactants needed to synthesize it. The reactants are: [Cl:1][C:2]1[C:6]([N+:7]([O-])=O)=[CH:5][N:4]([C:10]2[CH:11]=[N:12][CH:13]=[CH:14][CH:15]=2)[N:3]=1.[OH-].[K+]. (3) Given the product [C:1]([O:5][C:6]([N:8]1[C:16]2[C:11](=[CH:12][C:13]([C:17]3[CH:18]=[N:19][CH:20]=[C:21]([O:23][CH:24]([CH2:35][NH2:36])[CH2:25][C:26]4[C:34]5[C:29](=[CH:30][CH:31]=[CH:32][CH:33]=5)[NH:28][CH:27]=4)[CH:22]=3)=[CH:14][CH:15]=2)[C:10]([CH3:39])=[N:9]1)=[O:7])([CH3:2])([CH3:4])[CH3:3], predict the reactants needed to synthesize it. The reactants are: [C:1]([O:5][C:6]([N:8]1[C:16]2[C:11](=[CH:12][C:13]([C:17]3[CH:18]=[N:19][CH:20]=[C:21]([O:23][CH:24]([CH2:35][N:36]=[N+]=[N-])[CH2:25][C:26]4[C:34]5[C:29](=[CH:30][CH:31]=[CH:32][CH:33]=5)[NH:28][CH:27]=4)[CH:22]=3)=[CH:14][CH:15]=2)[C:10]([CH3:39])=[N:9]1)=[O:7])([CH3:4])([CH3:3])[CH3:2]. (4) Given the product [Br:16][C:17]1[C:24](=[O:25])[C:23]2([F:58])[CH:19]([C:18]=1[C:26]1[CH:31]=[CH:30][C:29]([OH:32])=[CH:28][CH:27]=1)[CH2:20][CH2:21][CH2:22]2, predict the reactants needed to synthesize it. The reactants are: CC1(C)CCCC(C)(C)N1.[Li]CCCC.[Br:16][C:17]1[C:24](=[O:25])[CH:23]2[CH:19]([CH2:20][CH2:21][CH2:22]2)[C:18]=1[C:26]1[CH:31]=[CH:30][C:29]([O:32]C(=O)C(C)(C)C)=[CH:28][CH:27]=1.CN1C(=O)N(C)CCC1.C1C=CC(S(N(S(C2C=CC=CC=2)(=O)=O)[F:58])(=O)=O)=CC=1. (5) Given the product [Cl:3][C:7]1[CH:8]=[CH:9][C:10]2[C:15](=[N:14][CH:13]=[CH:12][CH:11]=2)[N:6]=1, predict the reactants needed to synthesize it. The reactants are: P(Cl)(Cl)([Cl:3])=O.[NH:6]1[C:15]2[C:10](=[CH:11][CH:12]=[CH:13][N:14]=2)[CH:9]=[CH:8][C:7]1=O. (6) Given the product [CH2:9]([N:6]1[CH:7]=[C:2]([NH:1][C:40](=[O:41])[CH2:39][C:36]2[CH:35]=[CH:34][C:33]([S:30](=[O:31])(=[O:32])[NH:29][C:24]3[CH:25]=[CH:26][CH:27]=[CH:28][N:23]=3)=[CH:38][CH:37]=2)[C:3](=[O:22])[N:4]([CH2:14][C:15]2[CH:20]=[CH:19][CH:18]=[CH:17][C:16]=2[F:21])[C:5]1=[O:13])[CH2:10][CH2:11][CH3:12], predict the reactants needed to synthesize it. The reactants are: [NH2:1][C:2]1[C:3](=[O:22])[N:4]([CH2:14][C:15]2[CH:20]=[CH:19][CH:18]=[CH:17][C:16]=2[F:21])[C:5](=[O:13])[N:6]([CH2:9][CH2:10][CH2:11][CH3:12])[C:7]=1N.[N:23]1[CH:28]=[CH:27][CH:26]=[CH:25][C:24]=1[NH:29][S:30]([C:33]1[CH:38]=[CH:37][C:36]([CH2:39][C:40](O)=[O:41])=[CH:35][CH:34]=1)(=[O:32])=[O:31].C(N(CC)C(C)C)(C)C.F[B-](F)(F)F.N1(OC(N(C)C)=[N+](C)C)C2C=CC=CC=2N=N1.Cl.